This data is from Full USPTO retrosynthesis dataset with 1.9M reactions from patents (1976-2016). The task is: Predict the reactants needed to synthesize the given product. (1) Given the product [CH3:1][N:2]1[CH2:3][CH:4]=[C:5]([C:8]2[C:16]3[C:11](=[CH:12][CH:13]=[C:14]([CH2:17][NH2:18])[CH:15]=3)[NH:10][CH:9]=2)[CH2:6][CH2:7]1, predict the reactants needed to synthesize it. The reactants are: [CH3:1][N:2]1[CH2:7][CH:6]=[C:5]([C:8]2[C:16]3[C:11](=[CH:12][CH:13]=[C:14]([C:17]#[N:18])[CH:15]=3)[NH:10][CH:9]=2)[CH2:4][CH2:3]1.[H-].[Al+3].[Li+].[H-].[H-].[H-]. (2) Given the product [F:1][C:2]1[CH:32]=[CH:31][C:5]2[S:6][C:7]([S:10]([NH:13][C:14]3[CH:26]=[CH:25][C:17]([C:18]4[S:34][C:22]([CH3:23])=[CH:21][N:20]=4)=[CH:16][C:15]=3[S:27]([CH3:30])(=[O:29])=[O:28])(=[O:12])=[O:11])=[C:8]([CH3:9])[C:4]=2[CH:3]=1, predict the reactants needed to synthesize it. The reactants are: [F:1][C:2]1[CH:32]=[CH:31][C:5]2[S:6][C:7]([S:10]([NH:13][C:14]3[CH:26]=[CH:25][C:17]([C:18]([NH:20][CH2:21][C:22](=O)[CH3:23])=O)=[CH:16][C:15]=3[S:27]([CH3:30])(=[O:29])=[O:28])(=[O:12])=[O:11])=[C:8]([CH3:9])[C:4]=2[CH:3]=1.P12(SP3(SP(SP(S3)(S1)=S)(=S)S2)=S)=[S:34]. (3) Given the product [CH3:23][C:20]1([CH3:22])[C:19]2[C:14](=[CH:15][C:16]([CH3:25])=[C:17]([O:24][CH2:35][C:28]([OH:30])=[O:31])[CH:18]=2)[O:13][C:7]2([CH2:6][C:5]([CH3:27])([CH3:26])[C:4]3[C:9](=[CH:10][C:11]([CH3:12])=[C:2]([O:1][CH2:37][C:38]([OH:40])=[O:39])[CH:3]=3)[O:8]2)[CH2:21]1, predict the reactants needed to synthesize it. The reactants are: [OH:1][C:2]1[CH:3]=[C:4]2[C:9](=[CH:10][C:11]=1[CH3:12])[O:8][C:7]1([CH2:21][C:20]([CH3:23])([CH3:22])[C:19]3[C:14](=[CH:15][C:16]([CH3:25])=[C:17]([OH:24])[CH:18]=3)[O:13]1)[CH2:6][C:5]2([CH3:27])[CH3:26].[C:28](=[O:31])([O-:30])[O-].[K+].[K+].I[CH3:35].Br[CH2:37][C:38]([O:40]CC)=[O:39].[OH-].[Na+]. (4) Given the product [CH3:22][C:17]1([CH3:23])[C:18]([CH3:21])([CH3:20])[O:19][B:15]([C:2]2[CH:3]=[C:4]([CH2:8][CH2:9][C:10]([O:12][CH2:13][CH3:14])=[O:11])[CH:5]=[N:6][CH:7]=2)[O:16]1, predict the reactants needed to synthesize it. The reactants are: Br[C:2]1[CH:3]=[C:4]([CH2:8][CH2:9][C:10]([O:12][CH2:13][CH3:14])=[O:11])[CH:5]=[N:6][CH:7]=1.[B:15]1([B:15]2[O:19][C:18]([CH3:21])([CH3:20])[C:17]([CH3:23])([CH3:22])[O:16]2)[O:19][C:18]([CH3:21])([CH3:20])[C:17]([CH3:23])([CH3:22])[O:16]1.C1(P(C2CCCCC2)C2CCCCC2)CCCCC1.C([O-])(=O)C.[K+]. (5) Given the product [Cl:15][C:16]1[C:17]([C:24]2[CH:25]=[N:26][C:27]([C:30]([F:33])([F:32])[F:31])=[CH:28][CH:29]=2)=[CH:18][C:19]([CH2:22][N:35]2[C:36](=[O:43])[C:37]3[C:42](=[CH:41][CH:40]=[CH:39][CH:38]=3)[C:34]2=[O:44])=[N:20][CH:21]=1, predict the reactants needed to synthesize it. The reactants are: CC(OC(/N=N/C(OC(C)C)=O)=O)C.[Cl:15][C:16]1[C:17]([C:24]2[CH:25]=[N:26][C:27]([C:30]([F:33])([F:32])[F:31])=[CH:28][CH:29]=2)=[CH:18][C:19]([CH2:22]O)=[N:20][CH:21]=1.[C:34]1(=[O:44])[C:42]2[C:37](=[CH:38][CH:39]=[CH:40][CH:41]=2)[C:36](=[O:43])[NH:35]1.C1C=CC(P(C2C=CC=CC=2)C2C=CC=CC=2)=CC=1.